This data is from Forward reaction prediction with 1.9M reactions from USPTO patents (1976-2016). The task is: Predict the product of the given reaction. (1) Given the reactants [Cl:1][C:2]1[N:10]=[C:9]2[C:5]([N:6]([CH2:18][C:19]3[CH:24]=[CH:23][C:22]([F:25])=[C:21]([C:26]([F:29])([F:28])[F:27])[CH:20]=3)[C:7]([C:11]3[CH:16]=[CH:15][CH:14]=[C:13]([CH3:17])[CH:12]=3)=[N:8]2)=[C:4](Cl)[N:3]=1.[CH:31]1([C@H:34]([NH2:36])[CH3:35])[CH2:33][CH2:32]1.CCN(C(C)C)C(C)C, predict the reaction product. The product is: [Cl:1][C:2]1[N:10]=[C:9]2[C:5]([N:6]([CH2:18][C:19]3[CH:24]=[CH:23][C:22]([F:25])=[C:21]([C:26]([F:29])([F:28])[F:27])[CH:20]=3)[C:7]([C:11]3[CH:16]=[CH:15][CH:14]=[C:13]([CH3:17])[CH:12]=3)=[N:8]2)=[C:4]([NH:36][C@@H:34]([CH:31]2[CH2:33][CH2:32]2)[CH3:35])[N:3]=1. (2) The product is: [CH2:14]([N:7]([C:8]1[CH:13]=[CH:12][CH:11]=[CH:10][CH:9]=1)[C:6]1[CH:16]=[CH:17][C:3]([CH2:2][NH:1][C:30]([C:27]2([NH:26][C:24]([C:22]3[CH:21]=[N:20][CH:19]=[N:18][CH:23]=3)=[O:25])[CH2:29][CH2:28]2)=[O:31])=[CH:4][CH:5]=1)[CH3:15]. Given the reactants [NH2:1][CH2:2][C:3]1[CH:17]=[CH:16][C:6]([N:7]([CH2:14][CH3:15])[C:8]2[CH:13]=[CH:12][CH:11]=[CH:10][CH:9]=2)=[CH:5][CH:4]=1.[N:18]1[CH:23]=[C:22]([C:24]([NH:26][C:27]2([C:30](O)=[O:31])[CH2:29][CH2:28]2)=[O:25])[CH:21]=[N:20][CH:19]=1, predict the reaction product. (3) Given the reactants [CH:1]1([CH2:4][O:5][C:6]2[CH:7]=[CH:8][C:9]3[O:13][C:12]([CH:14]([NH:18][C:19]4[N:24]=[CH:23][C:22]([C:25]([N:27]([CH3:35])[CH2:28][CH2:29][C:30]([O:32]CC)=[O:31])=[O:26])=[CH:21][CH:20]=4)[CH:15]([CH3:17])[CH3:16])=[C:11]([CH3:36])[C:10]=3[CH:37]=2)[CH2:3][CH2:2]1, predict the reaction product. The product is: [CH:1]1([CH2:4][O:5][C:6]2[CH:7]=[CH:8][C:9]3[O:13][C:12]([CH:14]([NH:18][C:19]4[N:24]=[CH:23][C:22]([C:25]([N:27]([CH3:35])[CH2:28][CH2:29][C:30]([OH:32])=[O:31])=[O:26])=[CH:21][CH:20]=4)[CH:15]([CH3:17])[CH3:16])=[C:11]([CH3:36])[C:10]=3[CH:37]=2)[CH2:2][CH2:3]1. (4) Given the reactants Cl.Cl.[CH3:3][O:4][C:5]1[CH:6]=[C:7]([NH2:12])[C:8]([NH2:11])=[CH:9][CH:10]=1.[C:13](OCC)(=[O:19])[C:14](OCC)=[O:15].CCN(CC)CC, predict the reaction product. The product is: [CH3:3][O:4][C:5]1[CH:6]=[C:7]2[C:8](=[CH:9][CH:10]=1)[N:11]=[C:14]([OH:15])[C:13]([OH:19])=[N:12]2. (5) Given the reactants C([O:5][C:6](=[O:40])[CH2:7][O:8][C:9]1[CH:18]=[CH:17][C:16]([Cl:19])=[C:15]2[C:10]=1[C:11]([CH3:39])=[C:12]([CH2:24][C:25]1[CH:30]=[CH:29][C:28]([N:31]3[CH:35]=[CH:34][C:33]([CH:36]4[CH2:38][CH2:37]4)=[N:32]3)=[CH:27][CH:26]=1)[C:13]([O:20][CH:21]([F:23])[F:22])=[N:14]2)(C)(C)C.FC(F)(F)C(O)=O, predict the reaction product. The product is: [Cl:19][C:16]1[CH:17]=[CH:18][C:9]([O:8][CH2:7][C:6]([OH:40])=[O:5])=[C:10]2[C:15]=1[N:14]=[C:13]([O:20][CH:21]([F:22])[F:23])[C:12]([CH2:24][C:25]1[CH:26]=[CH:27][C:28]([N:31]3[CH:35]=[CH:34][C:33]([CH:36]4[CH2:37][CH2:38]4)=[N:32]3)=[CH:29][CH:30]=1)=[C:11]2[CH3:39]. (6) Given the reactants [CH2:1]([N:3]1[CH:8]=[C:7]([C:9]([O:11]CC)=O)[C:6](=[O:14])[C:5]2[CH:15]=[CH:16][S:17][C:4]1=2)[CH3:2].[Cl:18][C:19]1[CH:26]=[CH:25][C:22]([CH2:23][NH2:24])=[CH:21][CH:20]=1, predict the reaction product. The product is: [Cl:18][C:19]1[CH:26]=[CH:25][C:22]([CH2:23][NH:24][C:9]([C:7]2[C:6](=[O:14])[C:5]3[CH:15]=[CH:16][S:17][C:4]=3[N:3]([CH2:1][CH3:2])[CH:8]=2)=[O:11])=[CH:21][CH:20]=1. (7) Given the reactants [OH:1][C:2]1[CH:10]=[CH:9][C:8]([OH:11])=[CH:7][C:3]=1[C:4]([OH:6])=[O:5].[CH2:12]([N:18]1[CH:22]=[CH:21][N:20]([CH3:23])[CH2:19]1)[CH2:13][CH2:14][CH2:15][CH2:16][CH3:17], predict the reaction product. The product is: [OH:1][C:2]1[CH:10]=[CH:9][C:8]([OH:11])=[CH:7][C:3]=1[C:4]([OH:6])=[O:5].[CH2:12]([N:18]1[CH:22]=[CH:21][N:20]([CH3:23])[CH2:19]1)[CH2:13][CH2:14][CH2:15][CH2:16][CH3:17]. (8) Given the reactants [CH3:1][C:2]([O:5][C:6]([N:8]1[CH2:16][C:15]2[C:10](=[CH:11][CH:12]=[C:13]([C:17]([OH:19])=O)[CH:14]=2)[CH2:9]1)=[O:7])([CH3:4])[CH3:3].[F:20][C:21]([F:31])([F:30])[C:22]1[CH:27]=[CH:26][CH:25]=[CH:24][C:23]=1[CH2:28][NH2:29].C(N(CC)CC)C.F[P-](F)(F)(F)(F)F.N1(O[P+](N(C)C)(N(C)C)N(C)C)C2C=CC=CC=2N=N1.C(=O)(O)[O-].[Na+], predict the reaction product. The product is: [F:20][C:21]([F:30])([F:31])[C:22]1[CH:27]=[CH:26][CH:25]=[CH:24][C:23]=1[CH2:28][NH:29][C:17]([C:13]1[CH:14]=[C:15]2[C:10](=[CH:11][CH:12]=1)[CH2:9][N:8]([C:6]([O:5][C:2]([CH3:1])([CH3:3])[CH3:4])=[O:7])[CH2:16]2)=[O:19]. (9) Given the reactants [CH2:1]([O:8][C:9]([N:11]1[CH2:16][CH2:15][CH:14]([NH:17][C:18]([C:20]2[C:21]([CH2:25][O:26]C(C)(C)C)=[N:22][NH:23][CH:24]=2)=[O:19])[CH2:13][CH2:12]1)=[O:10])[C:2]1[CH:7]=[CH:6][CH:5]=[CH:4][CH:3]=1.[C:31](O)(C(F)(F)F)=O, predict the reaction product. The product is: [CH2:1]([O:8][C:9]([N:11]1[CH2:12][CH2:13][CH:14]([NH:17][C:18]([C:20]2[C:21]([CH:25]=[O:26])=[N:22][NH:23][C:24]=2[CH3:31])=[O:19])[CH2:15][CH2:16]1)=[O:10])[C:2]1[CH:3]=[CH:4][CH:5]=[CH:6][CH:7]=1.